Dataset: Full USPTO retrosynthesis dataset with 1.9M reactions from patents (1976-2016). Task: Predict the reactants needed to synthesize the given product. The reactants are: [Br:1][C:2]1C2C(=CC=CC=2)[C:5]([C:12]2(C=COC)[CH:17]=[CH:16][CH:15]=[CH:14][CH2:13]2)=[CH:4][CH:3]=1.CS(O)(=O)=O.C(=O)([O-])[O-].[K+].[K+]. Given the product [Br:1][C:2]1[C:13]2[CH:14]=[CH:15][CH:16]=[CH:17][C:12]=2[C:5]2[C:17]3[CH:16]=[CH:15][CH:14]=[CH:13][C:12]=3[CH:5]=[CH:4][C:4]=2[CH:3]=1, predict the reactants needed to synthesize it.